From a dataset of NCI-60 drug combinations with 297,098 pairs across 59 cell lines. Regression. Given two drug SMILES strings and cell line genomic features, predict the synergy score measuring deviation from expected non-interaction effect. (1) Drug 1: CC1C(C(CC(O1)OC2CC(CC3=C2C(=C4C(=C3O)C(=O)C5=C(C4=O)C(=CC=C5)OC)O)(C(=O)C)O)N)O.Cl. Drug 2: CC1C(C(=O)NC(C(=O)N2CCCC2C(=O)N(CC(=O)N(C(C(=O)O1)C(C)C)C)C)C(C)C)NC(=O)C3=C4C(=C(C=C3)C)OC5=C(C(=O)C(=C(C5=N4)C(=O)NC6C(OC(=O)C(N(C(=O)CN(C(=O)C7CCCN7C(=O)C(NC6=O)C(C)C)C)C)C(C)C)C)N)C. Cell line: T-47D. Synergy scores: CSS=3.64, Synergy_ZIP=-3.62, Synergy_Bliss=-2.36, Synergy_Loewe=-4.41, Synergy_HSA=-3.22. (2) Drug 1: CCCS(=O)(=O)NC1=C(C(=C(C=C1)F)C(=O)C2=CNC3=C2C=C(C=N3)C4=CC=C(C=C4)Cl)F. Drug 2: CC1=C(C(=CC=C1)Cl)NC(=O)C2=CN=C(S2)NC3=CC(=NC(=N3)C)N4CCN(CC4)CCO. Cell line: SF-268. Synergy scores: CSS=12.9, Synergy_ZIP=1.39, Synergy_Bliss=5.60, Synergy_Loewe=-6.12, Synergy_HSA=2.78. (3) Drug 1: CN(C)N=NC1=C(NC=N1)C(=O)N. Drug 2: CN1C(=O)N2C=NC(=C2N=N1)C(=O)N. Cell line: SR. Synergy scores: CSS=24.5, Synergy_ZIP=-1.53, Synergy_Bliss=-5.08, Synergy_Loewe=-40.8, Synergy_HSA=-3.95. (4) Drug 1: C1CCN(CC1)CCOC2=CC=C(C=C2)C(=O)C3=C(SC4=C3C=CC(=C4)O)C5=CC=C(C=C5)O. Drug 2: C1CN(P(=O)(OC1)NCCCl)CCCl. Cell line: NCIH23. Synergy scores: CSS=-3.19, Synergy_ZIP=2.55, Synergy_Bliss=1.34, Synergy_Loewe=-2.37, Synergy_HSA=-3.31.